Dataset: Full USPTO retrosynthesis dataset with 1.9M reactions from patents (1976-2016). Task: Predict the reactants needed to synthesize the given product. Given the product [CH3:5][C:4]([SH:6])([CH3:7])[CH2:3][NH:2][C:15]([CH2:16][CH2:17][CH2:18][C:19]([OH:21])=[O:20])=[O:22], predict the reactants needed to synthesize it. The reactants are: Cl.[NH2:2][CH2:3][C:4]([CH3:7])([SH:6])[CH3:5].C(N(CC)CC)C.[C:15]1(=[O:22])[O:21][C:19](=[O:20])[CH2:18][CH2:17][CH2:16]1.